Dataset: HIV replication inhibition screening data with 41,000+ compounds from the AIDS Antiviral Screen. Task: Binary Classification. Given a drug SMILES string, predict its activity (active/inactive) in a high-throughput screening assay against a specified biological target. (1) The drug is C=CCN(c1cc(OC)c2[nH]c(C(=O)O)c(C)c2c1[N+](=O)[O-])S(C)(=O)=O. The result is 0 (inactive). (2) The drug is CN1CC2CC(=O)CCC2CC1C#N. The result is 0 (inactive). (3) The molecule is O=C(O)COc1ccc(C(=O)C(SSC(C(=O)c2ccc(OCC(=O)O)c(Cl)c2Cl)=C2C=C(c3ccc(Cl)cc3)SS2)=C2C=C(c3ccc(Cl)cc3)SS2)c(Cl)c1Cl. The result is 0 (inactive). (4) The compound is c1ccc2c(NCCCCCCNc3c4ccccc4nc4ccccc34)c3ccccc3nc2c1. The result is 0 (inactive). (5) The compound is CCOC(=O)CC1C2(C=CC13OCC(C)(C)CO3)CO2. The result is 0 (inactive). (6) The result is 0 (inactive). The drug is Cc1c2ccccc2n[c-](CSOCCO)[n+]1=O. (7) The molecule is CCOC(=O)CC1=NC(=NC(=N)N[N+](=O)[O-])SC1. The result is 0 (inactive). (8) The drug is CN(N=Cc1ccc(Cl)c(Cl)c1)C1=NCCCCN1.I. The result is 0 (inactive). (9) The compound is I.S=C(NNC1=NCCN1)Nc1ccccc1. The result is 0 (inactive).